From a dataset of Reaction yield outcomes from USPTO patents with 853,638 reactions. Predict the reaction yield, written as a fraction of the theoretical maximum amount of product (1.0 means a 100% yield; for example, 0.34 means a 34% yield). (1) The reactants are [Cl:1][C:2]1C(C)=[N:4][O:5][C:6]=1[N:7]([CH2:35][O:36][CH2:37][CH2:38][O:39][CH3:40])[S:8]([C:11]1[C:19]2[C:14](=[N:15][CH:16]=[CH:17][CH:18]=2)[S:13][C:12]=1[CH2:20][C:21]1[CH:30]=[CH:29][C:28]2[C:23](=[CH:24][CH:25]=[CH:26][CH:27]=2)[C:22]=1OC(=O)C)(=[O:10])=[O:9].C([SiH]([CH2:47][CH3:48])CC)C.B(F)(F)F.CCOCC. The catalyst is C(Cl)Cl. The product is [Cl:1][C:2]1[C:47]([CH3:48])=[N:4][O:5][C:6]=1[N:7]([CH2:35][O:36][CH2:37][CH2:38][O:39][CH3:40])[S:8]([C:11]1[C:19]2[C:14](=[N:15][CH:16]=[CH:17][CH:18]=2)[S:13][C:12]=1[CH2:20][C:21]1[C:22]2[C:27](=[CH:26][CH:25]=[CH:24][CH:23]=2)[CH:28]=[CH:29][CH:30]=1)(=[O:10])=[O:9]. The yield is 0.660. (2) The reactants are [C:1]([O:5][C:6]([N:8]1[CH2:12][CH2:11][CH2:10][C@@H:9]1[CH2:13][O:14][C:15]1[CH:20]=[CH:19][C:18]([C:21](=[O:29])[C:22]2[CH:27]=[CH:26][C:25](I)=[CH:24][CH:23]=2)=[CH:17][CH:16]=1)=[O:7])([CH3:4])([CH3:3])[CH3:2].[S:30]1[CH:34]=[CH:33][C:32](B(O)O)=[CH:31]1.C1(P(C2C=CC=CC=2)C2C=CC=CC=2)C=CC=CC=1.C(=O)([O-])[O-].[K+].[K+]. The catalyst is COCCOC.C([O-])(=O)C.[Pd+2].C([O-])(=O)C.O.C(O)C. The product is [C:1]([O:5][C:6]([N:8]1[CH2:12][CH2:11][CH2:10][C@@H:9]1[CH2:13][O:14][C:15]1[CH:20]=[CH:19][C:18]([C:21](=[O:29])[C:22]2[CH:27]=[CH:26][C:25]([C:32]3[CH:33]=[CH:34][S:30][CH:31]=3)=[CH:24][CH:23]=2)=[CH:17][CH:16]=1)=[O:7])([CH3:4])([CH3:3])[CH3:2]. The yield is 0.600.